Dataset: Peptide-MHC class I binding affinity with 185,985 pairs from IEDB/IMGT. Task: Regression. Given a peptide amino acid sequence and an MHC pseudo amino acid sequence, predict their binding affinity value. This is MHC class I binding data. (1) The peptide sequence is IVILFYSMTL. The MHC is HLA-A02:01 with pseudo-sequence HLA-A02:01. The binding affinity (normalized) is 0.467. (2) The peptide sequence is FSPEVIPMF. The MHC is HLA-A02:06 with pseudo-sequence HLA-A02:06. The binding affinity (normalized) is 0.498. (3) The peptide sequence is NEKTHVQLSL. The MHC is HLA-B44:03 with pseudo-sequence HLA-B44:03. The binding affinity (normalized) is 0.0258.